This data is from Reaction yield outcomes from USPTO patents with 853,638 reactions. The task is: Predict the reaction yield, written as a fraction of the theoretical maximum amount of product (1.0 means a 100% yield; for example, 0.34 means a 34% yield). (1) The reactants are CCCC[N+](CCCC)(CCCC)CCCC.[F-].[CH3:19][O:20][C:21](=[O:78])[C:22]1[CH:27]=[CH:26][C:25]([O:28][CH2:29][CH2:30][C:31]2[C:39]3[C:34](=[CH:35][CH:36]=[C:37]([Cl:40])[CH:38]=3)[N:33]([CH:41]([C:48]3[CH:53]=[CH:52][CH:51]=[CH:50][CH:49]=3)[C:42]3[CH:47]=[CH:46][CH:45]=[CH:44][CH:43]=3)[C:32]=2[CH2:54][CH2:55][O:56][Si](C(C)(C)C)(C2C=CC=CC=2)C2C=CC=CC=2)=[CH:24][C:23]=1[O:74][CH:75]([CH3:77])[CH3:76]. The catalyst is C1COCC1. The product is [CH3:19][O:20][C:21](=[O:78])[C:22]1[CH:27]=[CH:26][C:25]([O:28][CH2:29][CH2:30][C:31]2[C:39]3[C:34](=[CH:35][CH:36]=[C:37]([Cl:40])[CH:38]=3)[N:33]([CH:41]([C:42]3[CH:43]=[CH:44][CH:45]=[CH:46][CH:47]=3)[C:48]3[CH:53]=[CH:52][CH:51]=[CH:50][CH:49]=3)[C:32]=2[CH2:54][CH2:55][OH:56])=[CH:24][C:23]=1[O:74][CH:75]([CH3:76])[CH3:77]. The yield is 0.700. (2) The reactants are [Br:1][C:2]1[CH:11]=[CH:10][C:9]([Cl:12])=[CH:8][C:3]=1[C:4]([O:6][CH3:7])=[O:5].OS(O)(=O)=O.[N+:18]([O-])([OH:20])=[O:19]. The catalyst is CCOC(C)=O. The product is [Br:1][C:2]1[C:11]([N+:18]([O-:20])=[O:19])=[CH:10][C:9]([Cl:12])=[CH:8][C:3]=1[C:4]([O:6][CH3:7])=[O:5]. The yield is 0.600. (3) The yield is 0.450. The catalyst is C1COCC1. The product is [NH2:1][C:2]1[N:3]=[CH:4][C:5]([C:8]2[C:9]([F:27])=[C:10]([C:20]([CH:23]3[CH2:24][CH2:25][CH2:26]3)=[CH:21][CH:22]=2)[O:11][CH2:12][CH2:13][CH2:14][C:15]([OH:17])=[O:16])=[N:6][CH:7]=1. The reactants are [NH2:1][C:2]1[N:3]=[CH:4][C:5]([C:8]2[C:9]([F:27])=[C:10]([C:20]([CH:23]3[CH2:26][CH2:25][CH2:24]3)=[CH:21][CH:22]=2)[O:11][CH2:12][CH2:13][CH2:14][C:15]([O:17]CC)=[O:16])=[N:6][CH:7]=1.O[Li].O.O.Cl. (4) The reactants are [CH:1]1([CH2:6][N:7]([CH2:29][CH3:30])[C:8]2[C:9]([CH2:16][NH:17][C:18]3[N:23]=[CH:22][C:21]([O:24][CH2:25][CH2:26][S:27][CH3:28])=[CH:20][N:19]=3)=[N:10][C:11]([O:14][CH3:15])=[CH:12][CH:13]=2)[CH2:5][CH2:4][CH2:3][CH2:2]1.[H-].[Na+].Br[CH:34]([C:36]1[CH:41]=[C:40]([C:42]([F:45])([F:44])[F:43])[CH:39]=[C:38]([C:46]([F:49])([F:48])[F:47])[CH:37]=1)[CH3:35].O. The catalyst is CN(C)C=O. The product is [F:43][C:42]([F:44])([F:45])[C:40]1[CH:41]=[C:36]([CH:34]([N:17]([CH2:16][C:9]2[C:8]([N:7]([CH2:6][CH:1]3[CH2:5][CH2:4][CH2:3][CH2:2]3)[CH2:29][CH3:30])=[CH:13][CH:12]=[C:11]([O:14][CH3:15])[N:10]=2)[C:18]2[N:23]=[CH:22][C:21]([O:24][CH2:25][CH2:26][S:27][CH3:28])=[CH:20][N:19]=2)[CH3:35])[CH:37]=[C:38]([C:46]([F:47])([F:48])[F:49])[CH:39]=1. The yield is 0.340. (5) The reactants are [CH3:1][N:2]1[CH:6]=[CH:5][N:4]=[C:3]1[CH:7]1[CH:16]([C:17]2[CH:22]=[CH:21][CH:20]=[CH:19][CH:18]=2)[C:15](=O)[C:14]2[C:13]([C:24]([O:26]C)=O)=[CH:12][CH:11]=[CH:10][C:9]=2[NH:8]1.CN1C=CN=C1C1C(C2C=CC=CC=2)C(=O)C2C(C(OCC)=O)=CC=CC=2N1.O.[NH2:57][NH2:58]. The catalyst is CO. The product is [CH3:1][N:2]1[CH:6]=[CH:5][N:4]=[C:3]1[CH:7]1[NH:8][C:9]2[C:14]3[C:15](=[N:57][NH:58][C:24](=[O:26])[C:13]=3[CH:12]=[CH:11][CH:10]=2)[CH:16]1[C:17]1[CH:18]=[CH:19][CH:20]=[CH:21][CH:22]=1. The yield is 0.420. (6) The reactants are [CH3:1][C:2]1[CH:7]=[CH:6][CH:5]=[C:4]([CH3:8])[C:3]=1[CH2:9][S:10](Cl)(=[O:12])=[O:11].CC(C)=O.[OH-].[NH4+:19]. The catalyst is O. The product is [CH3:1][C:2]1[CH:7]=[CH:6][CH:5]=[C:4]([CH3:8])[C:3]=1[CH2:9][S:10]([NH2:19])(=[O:12])=[O:11]. The yield is 0.850. (7) The reactants are CS(O[CH:6]1[CH2:11][CH2:10][CH:9]([C:12]([O:14][CH2:15][CH3:16])=[O:13])[CH2:8][CH2:7]1)(=O)=O.[F:17][C:18]([F:27])([F:26])[C:19]1[CH:20]=[C:21]([SH:25])[CH:22]=[CH:23][CH:24]=1. The catalyst is CC#N. The yield is 0.430. The product is [F:27][C:18]([F:17])([F:26])[C:19]1[CH:20]=[C:21]([S:25][CH:6]2[CH2:7][CH2:8][CH:9]([C:12]([O:14][CH2:15][CH3:16])=[O:13])[CH2:10][CH2:11]2)[CH:22]=[CH:23][CH:24]=1. (8) The reactants are [CH3:1][S:2][C:3]1[N:4]=[CH:5][C:6]2[C:15](=[O:16])[N:14]([C:17]3[CH:18]=[C:19]([CH:24]=[CH:25][CH:26]=3)[C:20]([NH:22][NH2:23])=[O:21])[CH2:13][C@H:12]3[N:8]([CH2:9][CH2:10][CH2:11]3)[C:7]=2[N:27]=1.[OH-].[K+].C(O)C.[C:33](=S)=[S:34]. The catalyst is C(O)C. The product is [SH:34][C:33]1[O:21][C:20]([C:19]2[CH:18]=[C:17]([N:14]3[CH2:13][C@H:12]4[N:8]([CH2:9][CH2:10][CH2:11]4)[C:7]4[N:27]=[C:3]([S:2][CH3:1])[N:4]=[CH:5][C:6]=4[C:15]3=[O:16])[CH:26]=[CH:25][CH:24]=2)=[N:22][N:23]=1. The yield is 0.660. (9) The reactants are [CH3:1][O:2][C:3]1[CH:24]=[CH:23][C:6]([CH2:7][NH:8][C@H:9]2[CH2:14][CH2:13][C@H:12]([NH:15][C:16](=[O:22])[O:17][C:18]([CH3:21])([CH3:20])[CH3:19])[CH2:11][CH2:10]2)=[CH:5][CH:4]=1.C(N(CC)CC)C.[Cl:32][CH2:33][C:34]([CH3:39])([CH3:38])[C:35](Cl)=[O:36]. The catalyst is ClCCl. The product is [Cl:32][CH2:33][C:34]([CH3:39])([CH3:38])[C:35]([N:8]([C@H:9]1[CH2:10][CH2:11][C@H:12]([NH:15][C:16](=[O:22])[O:17][C:18]([CH3:21])([CH3:19])[CH3:20])[CH2:13][CH2:14]1)[CH2:7][C:6]1[CH:5]=[CH:4][C:3]([O:2][CH3:1])=[CH:24][CH:23]=1)=[O:36]. The yield is 0.830.